From a dataset of Catalyst prediction with 721,799 reactions and 888 catalyst types from USPTO. Predict which catalyst facilitates the given reaction. Reactant: Cl[C:2]([F:7])([F:6])C([O-])=O.[Na+].C(=O)([O-])[O-].[K+].[K+].[Br:15][C:16]1[CH:17]=[C:18]([OH:22])[CH:19]=[N:20][CH:21]=1.C(OCC)(=O)C. Product: [Br:15][C:16]1[CH:21]=[N:20][CH:19]=[C:18]([O:22][CH:2]([F:6])[F:7])[CH:17]=1. The catalyst class is: 35.